Dataset: Full USPTO retrosynthesis dataset with 1.9M reactions from patents (1976-2016). Task: Predict the reactants needed to synthesize the given product. Given the product [F:1][C:2]1[CH:14]=[C:13]2[C:5]([CH:6]([NH:15][C:16]([NH:18][C:19]3[CH:27]=[CH:26][CH:25]=[C:24]4[C:20]=3[CH:21]=[N:22][N:23]4[CH3:34])=[O:17])[CH2:7][C:8]3([O:12]2)[CH2:11][CH2:10][CH2:9]3)=[CH:4][CH:3]=1, predict the reactants needed to synthesize it. The reactants are: [F:1][C:2]1[CH:14]=[C:13]2[C:5]([CH:6]([NH:15][C:16]([NH:18][C:19]3[CH:27]=[CH:26][CH:25]=[C:24]4[C:20]=3[CH:21]=[N:22][NH:23]4)=[O:17])[CH2:7][C:8]3([O:12]2)[CH2:11][CH2:10][CH2:9]3)=[CH:4][CH:3]=1.[H-].[Na+].S(OC)(O[CH3:34])(=O)=O.